From a dataset of Forward reaction prediction with 1.9M reactions from USPTO patents (1976-2016). Predict the product of the given reaction. (1) The product is: [Cl:1][C:2]1[C:3]([CH3:21])=[C:4]([C:19]([OH:22])=[O:20])[C:5]([C:11]2[CH:16]=[C:15]([F:17])[CH:14]=[C:13]([F:18])[CH:12]=2)=[C:6]([CH:8]([OH:10])[CH3:9])[CH:7]=1. Given the reactants [Cl:1][C:2]1[C:3]([CH3:21])=[C:4]([CH:19]=[O:20])[C:5]([C:11]2[CH:16]=[C:15]([F:17])[CH:14]=[C:13]([F:18])[CH:12]=2)=[C:6]([CH:8]([OH:10])[CH3:9])[CH:7]=1.[OH-:22].[Na+].Cl, predict the reaction product. (2) Given the reactants [I:1][C:2]1[C:3]([NH2:13])=[N:4][CH:5]=[C:6]([C:8]2[N:9]=[N:10][NH:11][N:12]=2)[CH:7]=1.Br[CH2:15][CH2:16][CH2:17][O:18][Si:19]([C:22]([CH3:25])([CH3:24])[CH3:23])([CH3:21])[CH3:20].C(=O)([O-])[O-].[K+].[K+], predict the reaction product. The product is: [Si:19]([O:18][CH2:17][CH2:16][CH2:15][N:10]1[N:11]=[N:12][C:8]([C:6]2[CH:7]=[C:2]([I:1])[C:3]([NH2:13])=[N:4][CH:5]=2)=[N:9]1)([C:22]([CH3:23])([CH3:24])[CH3:25])([CH3:21])[CH3:20]. (3) Given the reactants [CH3:1][O:2][C:3]1[CH:4]=[C:5]([CH:37]=[C:38]([O:42][CH3:43])[C:39]=1[O:40][CH3:41])[C:6]([N:8]1[CH2:12][CH2:11][C:10]([CH2:19][CH2:20][N:21]2[CH2:27][CH2:26][CH2:25][N:24]([C:28]3[NH:32][C:31]4[CH:33]=[CH:34][CH:35]=[CH:36][C:30]=4[N:29]=3)[CH2:23][CH2:22]2)([C:13]2[CH:18]=[CH:17][CH:16]=[CH:15][CH:14]=2)[CH2:9]1)=[O:7].Cl[CH2:45][C:46]1[CH:50]=[CH:49][O:48][CH:47]=1, predict the reaction product. The product is: [CH3:43][O:42][C:38]1[CH:37]=[C:5]([CH:4]=[C:3]([O:2][CH3:1])[C:39]=1[O:40][CH3:41])[C:6]([N:8]1[CH2:12][CH2:11][C:10]([CH2:19][CH2:20][N:21]2[CH2:27][CH2:26][CH2:25][N:24]([C:28]3[N:29]([CH2:45][C:46]4[CH:50]=[CH:49][O:48][CH:47]=4)[C:30]4[CH:36]=[CH:35][CH:34]=[CH:33][C:31]=4[N:32]=3)[CH2:23][CH2:22]2)([C:13]2[CH:14]=[CH:15][CH:16]=[CH:17][CH:18]=2)[CH2:9]1)=[O:7].